Dataset: Forward reaction prediction with 1.9M reactions from USPTO patents (1976-2016). Task: Predict the product of the given reaction. (1) Given the reactants [CH3:1][O:2][C:3](=[O:18])[C:4]1[CH:9]=[C:8]([NH:10][C:11](=[O:13])[CH3:12])[CH:7]=[C:6]([N+:14]([O-:16])=O)[C:5]=1[CH3:17].[CH3:19]OC(OC)N(C)C, predict the reaction product. The product is: [CH3:1][O:2][C:3]([C:4]1[C:5]2[CH:17]=[CH:19][N:14]([OH:16])[C:6]=2[CH:7]=[C:8]([NH:10][C:11](=[O:13])[CH3:12])[CH:9]=1)=[O:18]. (2) Given the reactants [C:1]([O:5][C:6](=[O:36])[NH:7][C:8]1([C:12]2[CH:17]=[CH:16][C:15](C3C(=O)C4C(=CC=C(F)C=4)OC=3C3C=CC=CC=3)=[CH:14][CH:13]=2)[CH2:11][CH2:10][CH2:9]1)([CH3:4])([CH3:3])[CH3:2].[Br:37][C:38]1[CH:47]=[C:46]2[C:41]([C:42](=[O:55])[C:43](I)=[C:44]([C:48]3[CH:53]=[CH:52][CH:51]=[CH:50][CH:49]=3)[O:45]2)=[CH:40][C:39]=1[O:56][CH3:57], predict the reaction product. The product is: [C:1]([O:5][C:6](=[O:36])[NH:7][C:8]1([C:12]2[CH:13]=[CH:14][C:15]([C:43]3[C:42](=[O:55])[C:41]4[C:46](=[CH:47][C:38]([Br:37])=[C:39]([O:56][CH3:57])[CH:40]=4)[O:45][C:44]=3[C:48]3[CH:53]=[CH:52][CH:51]=[CH:50][CH:49]=3)=[CH:16][CH:17]=2)[CH2:9][CH2:10][CH2:11]1)([CH3:4])([CH3:2])[CH3:3]. (3) Given the reactants [F:1][C:2]([F:20])([F:19])[C:3]1[CH:4]=[C:5]([C:9]2[S:13][C:12]([C:14](OCC)=[O:15])=[CH:11][CH:10]=2)[CH:6]=[CH:7][CH:8]=1.[BH4-].[Na+].[Cl-].[Ca+2].[Cl-].O, predict the reaction product. The product is: [F:19][C:2]([F:1])([F:20])[C:3]1[CH:4]=[C:5]([C:9]2[S:13][C:12]([CH2:14][OH:15])=[CH:11][CH:10]=2)[CH:6]=[CH:7][CH:8]=1.